This data is from Reaction yield outcomes from USPTO patents with 853,638 reactions. The task is: Predict the reaction yield, written as a fraction of the theoretical maximum amount of product (1.0 means a 100% yield; for example, 0.34 means a 34% yield). (1) The reactants are [H-].[Na+].[C:3]([O:7][C:8]([N:10]1[CH2:28][CH2:27][C:13]2([N:17]([CH2:18][C:19]3[CH:24]=[CH:23][C:22]([F:25])=[CH:21][CH:20]=3)[NH:16][C:15](=[O:26])[CH2:14]2)[CH2:12][CH2:11]1)=[O:9])([CH3:6])([CH3:5])[CH3:4].[CH2:29]([O:33][C:34]1[CH:41]=[CH:40][C:37]([CH2:38]Br)=[CH:36][CH:35]=1)[CH:30]([CH3:32])[CH3:31]. The catalyst is CN(C=O)C. The product is [C:3]([O:7][C:8]([N:10]1[CH2:28][CH2:27][C:13]2([N:17]([CH2:18][C:19]3[CH:24]=[CH:23][C:22]([F:25])=[CH:21][CH:20]=3)[N:16]([CH2:38][C:37]3[CH:40]=[CH:41][C:34]([O:33][CH2:29][CH:30]([CH3:32])[CH3:31])=[CH:35][CH:36]=3)[C:15](=[O:26])[CH2:14]2)[CH2:12][CH2:11]1)=[O:9])([CH3:6])([CH3:4])[CH3:5]. The yield is 0.500. (2) The reactants are [F:1][C:2]1[CH:3]=[C:4]([C:9]2[CH:10]=[C:11]([CH3:27])[C:12]([CH3:26])=[C:13]([CH2:15][NH:16][C:17]3[C:18]([F:25])=[C:19]([OH:24])[CH:20]=[CH:21][C:22]=3[F:23])[CH:14]=2)[CH:5]=[CH:6][C:7]=1[F:8].C([O-])([O-])=O.[Cs+].[Cs+].Br[CH2:35][C:36]([O:38][CH:39]([CH3:41])[CH3:40])=[O:37].O. The catalyst is CC(C)=O. The product is [F:1][C:2]1[CH:3]=[C:4]([C:9]2[CH:10]=[C:11]([CH3:27])[C:12]([CH3:26])=[C:13]([CH2:15][NH:16][C:17]3[C:18]([F:25])=[C:19]([CH:20]=[CH:21][C:22]=3[F:23])[O:24][CH2:35][C:36]([O:38][CH:39]([CH3:41])[CH3:40])=[O:37])[CH:14]=2)[CH:5]=[CH:6][C:7]=1[F:8]. The yield is 0.820. (3) The catalyst is C(#N)C.O. The reactants are [F:1][C:2]1[CH:3]=[C:4]([CH:9]([C:11]2([C:17]3[CH:22]=[CH:21][CH:20]=[CH:19][CH:18]=3)SCCCS2)[OH:10])[CH:5]=[C:6]([F:8])[CH:7]=1.FC(F)(F)C(OC1C(OC(=O)C(F)(F)F)=C(I)C=CC=1)=[O:26].CCCCCC.CCOC(C)=O. The yield is 0.480. The product is [F:1][C:2]1[CH:3]=[C:4]([CH:9]([OH:10])[C:11]([C:17]2[CH:22]=[CH:21][CH:20]=[CH:19][CH:18]=2)=[O:26])[CH:5]=[C:6]([F:8])[CH:7]=1. (4) The reactants are [NH2:1][C:2]1[NH:3][C:4](=[O:15])[C:5]2[C:13]3[C:8](=[CH:9][CH:10]=[CH:11][CH:12]=3)[NH:7][C:6]=2[N:14]=1.[CH3:16][C:17]([CH3:28])([CH3:27])[C:18](O[C:18](=[O:19])[C:17]([CH3:28])([CH3:27])[CH3:16])=[O:19].C(N(CC)CC)C.C(Cl)(Cl)Cl. The catalyst is CN(C1C=CN=CC=1)C.CN(C=O)C.CO. The product is [CH3:16][C:17]([CH3:28])([CH3:27])[C:18]([NH:1][C:2]1[NH:3][C:4](=[O:15])[C:5]2[C:13]3[C:8](=[CH:9][CH:10]=[CH:11][CH:12]=3)[NH:7][C:6]=2[N:14]=1)=[O:19]. The yield is 0.730. (5) The yield is 0.705. The catalyst is CO.CO.C(Cl)Cl. The reactants are [NH2:1][CH:2]1[CH2:7][CH2:6][N:5]([CH2:8][C@H:9]2[N:19]3[C:20]4[N:11]([C:12](=[O:23])[CH:13]=[C:14]([CH3:22])[C:15]=4[CH:16]=[CH:17][C:18]3=[O:21])[CH2:10]2)[CH2:4][CH2:3]1.C(N(CC)CC)C.[O:31]1[C:40]2[CH:39]=[C:38]([CH:41]=O)[N:37]=[CH:36][C:35]=2[O:34][CH2:33][CH2:32]1.C(O[BH-](OC(=O)C)OC(=O)C)(=O)C.[Na+].C([O-])(O)=O.[Na+].C(Cl)(Cl)[Cl:63]. The product is [ClH:63].[O:31]1[C:40]2[CH:39]=[C:38]([CH2:41][NH:1][CH:2]3[CH2:3][CH2:4][N:5]([CH2:8][C@H:9]4[N:19]5[C:20]6[N:11]([C:12](=[O:23])[CH:13]=[C:14]([CH3:22])[C:15]=6[CH:16]=[CH:17][C:18]5=[O:21])[CH2:10]4)[CH2:6][CH2:7]3)[N:37]=[CH:36][C:35]=2[O:34][CH2:33][CH2:32]1. (6) The reactants are Cl[C:2]1[CH:7]=[C:6]([C:8]#[N:9])[CH:5]=[C:4]([O:10][CH3:11])[N:3]=1.[F:12][C:13]([F:24])([F:23])[C:14]1[CH:19]=[CH:18][C:17](B(O)O)=[CH:16][CH:15]=1.C(=O)([O-])[O-].[Cs+].[Cs+].CC(C1C=C(C(C)C)C(C2C=CC=CC=2P(C2CCCCC2)C2CCCCC2)=C(C(C)C)C=1)C. The catalyst is C([O-])(=O)C.[Pd+2].C([O-])(=O)C.O1CCOCC1. The product is [CH3:11][O:10][C:4]1[CH:5]=[C:6]([C:8]#[N:9])[CH:7]=[C:2]([C:17]2[CH:18]=[CH:19][C:14]([C:13]([F:24])([F:23])[F:12])=[CH:15][CH:16]=2)[N:3]=1. The yield is 0.250.